Task: Predict the reaction yield, written as a fraction of the theoretical maximum amount of product (1.0 means a 100% yield; for example, 0.34 means a 34% yield).. Dataset: Reaction yield outcomes from USPTO patents with 853,638 reactions (1) The reactants are CS([C:5]1[N:10]=[CH:9][C:8]2=[CH:11][CH:12]=[C:13]([C:14]3[CH:19]=[CH:18][CH:17]=[CH:16][C:15]=3[O:20][CH3:21])[N:7]2[N:6]=1)(=O)=O.[C-]#N.[K+].[CH3:25][N:26]1CCCC1=O.CCOC(C)=O. The catalyst is CO.C(Cl)Cl. The product is [CH3:21][O:20][C:15]1[CH:16]=[CH:17][CH:18]=[CH:19][C:14]=1[C:13]1[N:7]2[C:8]([CH:9]=[N:10][C:5]([C:25]#[N:26])=[N:6]2)=[CH:11][CH:12]=1. The yield is 0.720. (2) The reactants are [N+:1]([C:4]1[CH:9]=[CH:8][C:7]([N:10]2[CH:14]3[CH2:15][CH2:16][CH:11]2[CH2:12][CH2:13]3)=[CH:6][C:5]=1[C:17]([F:20])([F:19])[F:18])([O-])=O. The catalyst is [Pd]. The product is [CH:11]12[N:10]([C:7]3[CH:8]=[CH:9][C:4]([NH2:1])=[C:5]([C:17]([F:20])([F:18])[F:19])[CH:6]=3)[CH:14]([CH2:13][CH2:12]1)[CH2:15][CH2:16]2. The yield is 0.910. (3) The reactants are [Br:1][C:2]1[C:7]([CH3:8])=[CH:6][C:5]([OH:9])=[CH:4][C:3]=1[CH3:10].[O-]S(C(F)(F)[F:16])(=O)=O.F[N+]1C=CC=CC=1.S([O-])([O-])(=O)=S.[Na+].[Na+]. The catalyst is ClCCCl. The product is [Br:1][C:2]1[C:7]([CH3:8])=[CH:6][C:5]([OH:9])=[C:4]([F:16])[C:3]=1[CH3:10]. The yield is 0.360. (4) The reactants are Br[C:2]1[CH:6]=[CH:5][S:4][C:3]=1[C:7]([N:9]([C:17]1[CH:22]=[CH:21][C:20]([O:23][CH3:24])=[C:19]([F:25])[C:18]=1[F:26])C(=O)OC(C)(C)C)=[O:8]. The product is [F:26][C:18]1[C:17]2[NH:9][C:7](=[O:8])[C:3]3[S:4][CH:5]=[CH:6][C:2]=3[C:22]=2[CH:21]=[C:20]([O:23][CH3:24])[C:19]=1[F:25]. The catalyst is CC(C)([P](C(C)(C)C)([Pd][P](C(C)(C)C)(C(C)(C)C)C(C)(C)C)C(C)(C)C)C. The yield is 0.650. (5) The reactants are [Cl:1][C:2]1[N:3]=[C:4](Cl)[C:5]2[CH2:10][CH2:9][CH:8]([C:11]3[CH:16]=[CH:15][C:14]([F:17])=[CH:13][CH:12]=3)[C:6]=2[N:7]=1.[CH3:19][CH:20]1[CH2:24][CH2:23][CH2:22][NH:21]1. The catalyst is CO. The product is [Cl:1][C:2]1[N:3]=[C:4]([N:21]2[CH2:22][CH2:23][CH2:24][CH:20]2[CH3:19])[C:5]2[CH2:10][CH2:9][CH:8]([C:11]3[CH:16]=[CH:15][C:14]([F:17])=[CH:13][CH:12]=3)[C:6]=2[N:7]=1. The yield is 0.339.